Dataset: Catalyst prediction with 721,799 reactions and 888 catalyst types from USPTO. Task: Predict which catalyst facilitates the given reaction. (1) Reactant: [C:1]([O:5][C:6]([NH:8][C@@H:9]([CH3:13])[C:10](O)=[O:11])=[O:7])([CH3:4])([CH3:3])[CH3:2].C[N:15]1CCOCC1.ClC(OCC(C)C)=O.[OH-].[NH4+]. Product: [NH2:15][C:10](=[O:11])[C@@H:9]([NH:8][C:6](=[O:7])[O:5][C:1]([CH3:4])([CH3:3])[CH3:2])[CH3:13]. The catalyst class is: 1. (2) Reactant: [Li+].C[Si]([N-][Si](C)(C)C)(C)C.[Br-].[CH:12]1([CH2:18][P+](C2C=CC=CC=2)(C2C=CC=CC=2)C2C=CC=CC=2)[CH2:17][CH2:16][CH2:15][CH2:14][CH2:13]1.[CH2:38]([O:40][C:41](=[O:51])[C:42]([C:44]1[CH:49]=[CH:48][C:47]([Br:50])=[CH:46][CH:45]=1)=O)[CH3:39].Cl. Product: [CH2:38]([O:40][C:41](=[O:51])[C:42]([C:44]1[CH:49]=[CH:48][C:47]([Br:50])=[CH:46][CH:45]=1)=[CH:18][CH:12]1[CH2:17][CH2:16][CH2:15][CH2:14][CH2:13]1)[CH3:39]. The catalyst class is: 20. (3) Reactant: N1C=CC=CC=1.[OH:7][C@H:8]1[CH2:12][N:11]([C:13]([O:15][C:16]([CH3:19])([CH3:18])[CH3:17])=[O:14])[C@H:10]([C:20]([O:22][CH3:23])=[O:21])[CH2:9]1. Product: [O:7]=[C:8]1[CH2:12][N:11]([C:13]([O:15][C:16]([CH3:17])([CH3:18])[CH3:19])=[O:14])[C@H:10]([C:20]([O:22][CH3:23])=[O:21])[CH2:9]1. The catalyst class is: 2. (4) Reactant: O=[C:2]1[CH2:7][CH2:6][CH:5]([N:8]2[C:13](=[O:14])[C:12]([CH2:15][C:16]3[CH:21]=[CH:20][C:19]([C:22]4[CH:27]=[CH:26][CH:25]=[CH:24][C:23]=4[C:28]4[NH:32][C:31](=[O:33])[O:30][N:29]=4)=[CH:18][CH:17]=3)=[C:11]([CH2:34][CH2:35][CH3:36])[N:10]3[N:37]=[CH:38][N:39]=[C:9]23)[CH2:4][CH2:3]1.Cl.[NH2:41][O:42][CH3:43].N1C=CC=CC=1.Cl. Product: [CH3:43][O:42][N:41]=[C:2]1[CH2:3][CH2:4][CH:5]([N:8]2[C:13](=[O:14])[C:12]([CH2:15][C:16]3[CH:21]=[CH:20][C:19]([C:22]4[CH:27]=[CH:26][CH:25]=[CH:24][C:23]=4[C:28]4[NH:32][C:31](=[O:33])[O:30][N:29]=4)=[CH:18][CH:17]=3)=[C:11]([CH2:34][CH2:35][CH3:36])[N:10]3[N:37]=[CH:38][N:39]=[C:9]23)[CH2:6][CH2:7]1. The catalyst class is: 69. (5) Reactant: [C:1]([O:5][C:6]([N:8]1[CH2:13][CH2:12][C:11](=[CH:14][C:15]([O:17][CH3:18])=[O:16])[CH2:10][CH2:9]1)=[O:7])([CH3:4])([CH3:3])[CH3:2]. Product: [C:1]([O:5][C:6]([N:8]1[CH2:13][CH2:12][CH:11]([CH2:14][C:15]([O:17][CH3:18])=[O:16])[CH2:10][CH2:9]1)=[O:7])([CH3:4])([CH3:3])[CH3:2]. The catalyst class is: 178.